This data is from Catalyst prediction with 721,799 reactions and 888 catalyst types from USPTO. The task is: Predict which catalyst facilitates the given reaction. (1) Reactant: [Cl:1][C:2]1[CH:7]=[C:6]([Cl:8])[CH:5]=[CH:4][C:3]=1[CH2:9][CH:10]([NH:13][O:14][CH3:15])[CH2:11][F:12].C(N(CC)CC)C.[F:23][CH:24]([F:34])[C:25]1[C:29]([C:30](Cl)=[O:31])=[CH:28][N:27]([CH3:33])[N:26]=1. Product: [Cl:1][C:2]1[CH:7]=[C:6]([Cl:8])[CH:5]=[CH:4][C:3]=1[CH2:9][CH:10]([N:13]([O:14][CH3:15])[C:30]([C:29]1[C:25]([CH:24]([F:34])[F:23])=[N:26][N:27]([CH3:33])[CH:28]=1)=[O:31])[CH2:11][F:12]. The catalyst class is: 46. (2) Reactant: [F:1][C:2]1([F:27])[CH2:5][CH:4]([C:6]2[CH:11]=[CH:10][C:9]([N:12]3[CH2:25][CH2:24][C:14]4([CH2:23][CH2:22][C:17]5(OCC[O:18]5)[CH2:16][CH2:15]4)[C:13]3=[O:26])=[CH:8][CH:7]=2)[CH2:3]1.Cl.CCOC(C)=O. Product: [F:27][C:2]1([F:1])[CH2:3][CH:4]([C:6]2[CH:11]=[CH:10][C:9]([N:12]3[CH2:25][CH2:24][C:14]4([CH2:15][CH2:16][C:17](=[O:18])[CH2:22][CH2:23]4)[C:13]3=[O:26])=[CH:8][CH:7]=2)[CH2:5]1. The catalyst class is: 194. (3) Reactant: [CH2:1]([N:4]1[CH:8]=[C:7]([C:9]([O:11][CH2:12][CH3:13])=[O:10])[N:6]=[CH:5]1)[CH:2]=[CH2:3].C1C(=O)N([Br:21])C(=O)C1. Product: [CH2:1]([N:4]1[CH:8]=[C:7]([C:9]([O:11][CH2:12][CH3:13])=[O:10])[N:6]=[C:5]1[Br:21])[CH:2]=[CH2:3]. The catalyst class is: 1. (4) Product: [Br:13][C:10]1[CH:11]=[CH:12][C:7]2[N:6]([CH2:14][C:15]3[CH:20]=[CH:19][C:18]([O:21][CH3:22])=[CH:17][CH:16]=3)[C:5](=[O:23])[O:4][C:3]([CH2:2][NH:1][C:33](=[O:34])[C:32]3[CH:36]=[CH:37][C:29]([F:28])=[CH:30][CH:31]=3)([C:24]([F:26])([F:27])[F:25])[C:8]=2[CH:9]=1. Reactant: [NH2:1][CH2:2][C:3]1([C:24]([F:27])([F:26])[F:25])[C:8]2[CH:9]=[C:10]([Br:13])[CH:11]=[CH:12][C:7]=2[N:6]([CH2:14][C:15]2[CH:20]=[CH:19][C:18]([O:21][CH3:22])=[CH:17][CH:16]=2)[C:5](=[O:23])[O:4]1.[F:28][C:29]1[CH:37]=[CH:36][C:32]([C:33](O)=[O:34])=[CH:31][CH:30]=1.O.OC1C2N=NNC=2C=CC=1.C(N(CC)CC)C.Cl.C(N=C=NCCCN(C)C)C. The catalyst class is: 136. (5) Reactant: C([S:9][C@H:10]([CH3:24])[C@@H:11]([C:20]([O:22][CH3:23])=[O:21])[NH:12][C:13]([O:15][C:16]([CH3:19])([CH3:18])[CH3:17])=[O:14])(=O)C1C=CC=CC=1.C[O-].[Na+].Cl[CH2:29][C:30]1[CH:35]=[C:34]([CH3:36])[CH:33]=[C:32]([N:37]2[C:41]([CH3:42])=[CH:40][CH:39]=[C:38]2[CH3:43])[N:31]=1. Product: [CH3:19][C:16]([CH3:17])([O:15][C:13]([NH:12][C@H:11]([C:20]([O:22][CH3:23])=[O:21])[C@@H:10]([CH3:24])[S:9][CH2:29][C:30]1[CH:35]=[C:34]([CH3:36])[CH:33]=[C:32]([N:37]2[C:41]([CH3:42])=[CH:40][CH:39]=[C:38]2[CH3:43])[N:31]=1)=[O:14])[CH3:18]. The catalyst class is: 449. (6) Reactant: [Cl:1][C:2]1[CH:3]=[C:4]([CH:8]=[CH:9][N:10]=1)[C:5]([OH:7])=O.[CH2:11]([C:15]1[CH:20]=[C:19]([CH3:21])[N:18]=[C:17]([O:22][CH3:23])[C:16]=1[CH2:24][NH2:25])[CH2:12][CH:13]=[CH2:14].C1C=NC2N(O)N=NC=2C=1.C(Cl)CCl.CN1CCOCC1. Product: [CH2:11]([C:15]1[CH:20]=[C:19]([CH3:21])[N:18]=[C:17]([O:22][CH3:23])[C:16]=1[CH2:24][NH:25][C:5](=[O:7])[C:4]1[CH:8]=[CH:9][N:10]=[C:2]([Cl:1])[CH:3]=1)[CH2:12][CH:13]=[CH2:14]. The catalyst class is: 18. (7) Reactant: [Cl:1][C:2]1[C:3]([C:16]#[N:17])=[C:4]([N+:13]([O-:15])=[O:14])[C:5]([OH:12])=[C:6]([CH:11]=1)[C:7]([O:9][CH3:10])=[O:8].C(N(CC)CC)C.[F:25][C:26]([F:39])([F:38])[S:27](O[S:27]([C:26]([F:39])([F:38])[F:25])(=[O:29])=[O:28])(=[O:29])=[O:28]. Product: [Cl:1][C:2]1[C:3]([C:16]#[N:17])=[C:4]([N+:13]([O-:15])=[O:14])[C:5]([O:12][S:27]([C:26]([F:39])([F:38])[F:25])(=[O:29])=[O:28])=[C:6]([CH:11]=1)[C:7]([O:9][CH3:10])=[O:8]. The catalyst class is: 2. (8) Reactant: [N+:1]([C:4]1[C:5]([NH:20][CH2:21][CH2:22][NH:23][C:24]([O:26][C:27]([CH3:30])([CH3:29])[CH3:28])=[O:25])=[N:6][C:7]([NH:10][CH2:11][C:12]2[CH:17]=[CH:16][C:15]([Cl:18])=[C:14]([Cl:19])[CH:13]=2)=[N:8][CH:9]=1)([O-])=O.NN. Product: [NH2:1][C:4]1[C:5]([NH:20][CH2:21][CH2:22][NH:23][C:24]([O:26][C:27]([CH3:30])([CH3:29])[CH3:28])=[O:25])=[N:6][C:7]([NH:10][CH2:11][C:12]2[CH:17]=[CH:16][C:15]([Cl:18])=[C:14]([Cl:19])[CH:13]=2)=[N:8][CH:9]=1. The catalyst class is: 94. (9) Reactant: C([O:3][C:4](=[O:36])[C:5]([O:8][C:9]1[CH:14]=[CH:13][C:12]([O:15][C:16]2[CH:21]=[C:20]([F:22])[CH:19]=[C:18]([CH2:23][N:24]3[CH2:32][C:31]4[C:26](=[CH:27][CH:28]=[C:29]([Cl:33])[CH:30]=4)[C:25]3=[O:34])[CH:17]=2)=[CH:11][C:10]=1[CH3:35])([CH3:7])[CH3:6])C.O.[OH-].[Li+].Cl. Product: [Cl:33][C:29]1[CH:30]=[C:31]2[C:26](=[CH:27][CH:28]=1)[C:25](=[O:34])[N:24]([CH2:23][C:18]1[CH:17]=[C:16]([CH:21]=[C:20]([F:22])[CH:19]=1)[O:15][C:12]1[CH:13]=[CH:14][C:9]([O:8][C:5]([CH3:7])([CH3:6])[C:4]([OH:36])=[O:3])=[C:10]([CH3:35])[CH:11]=1)[CH2:32]2. The catalyst class is: 38.